From a dataset of Reaction yield outcomes from USPTO patents with 853,638 reactions. Predict the reaction yield, written as a fraction of the theoretical maximum amount of product (1.0 means a 100% yield; for example, 0.34 means a 34% yield). (1) The product is [C:1]([O:14][CH2:16][CH:17]1[CH2:22][CH:21]2[CH2:23][CH:18]1[CH2:19][CH2:20]2)(=[O:13])[CH2:2][CH2:3][CH2:4][CH2:5][CH2:6][CH2:7][CH2:8][CH2:9][C:10]([O:12][CH2:16][CH:17]1[CH2:22][CH:21]2[CH2:23][CH:18]1[CH2:19][CH2:20]2)=[O:11]. The catalyst is C1(C)C=CC(S(O)(=O)=O)=CC=1.C1(C)C=CC=CC=1. The yield is 0.841. The reactants are [C:1]([OH:14])(=[O:13])[CH2:2][CH2:3][CH2:4][CH2:5][CH2:6][CH2:7][CH2:8][CH2:9][C:10]([OH:12])=[O:11].O[CH2:16][CH:17]1[CH2:22][CH:21]2[CH2:23][CH:18]1[CH2:19][CH2:20]2. (2) The reactants are Br[C:2]1[CH:3]=[C:4]([CH:25]=[CH:26][N:27]=1)[C:5]([NH:7][C:8]1[S:9][C:10]2[C:16]([N:17]3[CH2:22][CH2:21][O:20][CH2:19][CH2:18]3)=[CH:15][CH:14]=[C:13]([O:23][CH3:24])[C:11]=2[N:12]=1)=[O:6].[CH3:28][NH:29][CH2:30][CH2:31][C:32]1[CH:37]=[CH:36][CH:35]=[CH:34][N:33]=1.C(=O)([O-])[O-].[Cs+].[Cs+]. No catalyst specified. The product is [CH3:24][O:23][C:13]1[C:11]2[N:12]=[C:8]([NH:7][C:5](=[O:6])[C:4]3[CH:25]=[CH:26][N:27]=[C:2]([N:29]([CH3:28])[CH2:30][CH2:31][C:32]4[CH:37]=[CH:36][CH:35]=[CH:34][N:33]=4)[CH:3]=3)[S:9][C:10]=2[C:16]([N:17]2[CH2:22][CH2:21][O:20][CH2:19][CH2:18]2)=[CH:15][CH:14]=1. The yield is 0.710.